This data is from Merck oncology drug combination screen with 23,052 pairs across 39 cell lines. The task is: Regression. Given two drug SMILES strings and cell line genomic features, predict the synergy score measuring deviation from expected non-interaction effect. (1) Drug 1: CN1C(=O)C=CC2(C)C3CCC4(C)C(NC(=O)OCC(F)(F)F)CCC4C3CCC12. Drug 2: CC(=O)OC1C(=O)C2(C)C(O)CC3OCC3(OC(C)=O)C2C(OC(=O)c2ccccc2)C2(O)CC(OC(=O)C(O)C(NC(=O)c3ccccc3)c3ccccc3)C(C)=C1C2(C)C. Cell line: ES2. Synergy scores: synergy=39.9. (2) Drug 1: CS(=O)(=O)CCNCc1ccc(-c2ccc3ncnc(Nc4ccc(OCc5cccc(F)c5)c(Cl)c4)c3c2)o1. Drug 2: C#Cc1cccc(Nc2ncnc3cc(OCCOC)c(OCCOC)cc23)c1. Cell line: SKMEL30. Synergy scores: synergy=-3.98. (3) Drug 1: CCC1(O)CC2CN(CCc3c([nH]c4ccccc34)C(C(=O)OC)(c3cc4c(cc3OC)N(C)C3C(O)(C(=O)OC)C(OC(C)=O)C5(CC)C=CCN6CCC43C65)C2)C1. Drug 2: Cn1cc(-c2cnn3c(N)c(Br)c(C4CCCNC4)nc23)cn1. Cell line: T47D. Synergy scores: synergy=-91.2. (4) Drug 1: N#Cc1ccc(Cn2cncc2CN2CCN(c3cccc(Cl)c3)C(=O)C2)cc1. Drug 2: CCc1c2c(nc3ccc(O)cc13)-c1cc3c(c(=O)n1C2)COC(=O)C3(O)CC. Cell line: NCIH520. Synergy scores: synergy=1.41. (5) Drug 2: O=C(NOCC(O)CO)c1ccc(F)c(F)c1Nc1ccc(I)cc1F. Synergy scores: synergy=9.17. Cell line: SW620. Drug 1: NC1(c2ccc(-c3nc4ccn5c(=O)[nH]nc5c4cc3-c3ccccc3)cc2)CCC1.